The task is: Predict the reactants needed to synthesize the given product.. This data is from Full USPTO retrosynthesis dataset with 1.9M reactions from patents (1976-2016). Given the product [CH3:25][O:24][C:22](=[O:23])[C:21]1[C:20](=[C:29]([NH:16][C:13]2[CH:14]=[CH:15][C:10]([O:9][CH2:8][CH2:7][N:1]3[CH2:6][CH2:5][O:4][CH2:3][CH2:2]3)=[CH:11][CH:12]=2)[CH:28]=[CH:27][CH:26]=1)[C:19]([O:18][CH3:17])=[O:31], predict the reactants needed to synthesize it. The reactants are: [N:1]1([CH2:7][CH2:8][O:9][C:10]2[CH:15]=[CH:14][C:13]([NH2:16])=[CH:12][CH:11]=2)[CH2:6][CH2:5][O:4][CH2:3][CH2:2]1.[CH3:17][O:18][C:19](=[O:31])[C:20]1[C:21](=[C:26](I)[CH:27]=[CH:28][CH:29]=1)[C:22]([O:24][CH3:25])=[O:23].C1C=CC(P(C2C(C3C(P(C4C=CC=CC=4)C4C=CC=CC=4)=CC=C4C=3C=CC=C4)=C3C(C=CC=C3)=CC=2)C2C=CC=CC=2)=CC=1.C(=O)([O-])[O-].[Cs+].[Cs+].